From a dataset of Full USPTO retrosynthesis dataset with 1.9M reactions from patents (1976-2016). Predict the reactants needed to synthesize the given product. Given the product [Cl:37][C:6]1[CH:5]=[N:4][CH:3]=[C:2]([Cl:1])[C:7]=1[CH2:8][C@@H:9]([C:10]1[CH:15]=[CH:14][C:13]([O:16][CH3:17])=[C:12]([O:18][CH3:19])[CH:11]=1)[OH:20], predict the reactants needed to synthesize it. The reactants are: [Cl:1][C:2]1[CH:3]=[N:4][CH:5]=[C:6]([Cl:37])[C:7]=1[CH2:8][C@H:9]([O:20]C(=O)[C@@H](C1C=CC2C(=CC=C(OC)C=2)C=1)C)[C:10]1[CH:15]=[CH:14][C:13]([O:16][CH3:17])=[C:12]([O:18][CH3:19])[CH:11]=1.C1(C)C=CC=CC=1.CC(C)([O-])C.[K+].